This data is from Reaction yield outcomes from USPTO patents with 853,638 reactions. The task is: Predict the reaction yield, written as a fraction of the theoretical maximum amount of product (1.0 means a 100% yield; for example, 0.34 means a 34% yield). (1) The reactants are [CH2:1]([N:8]1[C:16]2[C:11](=[C:12](Br)[CH:13]=[CH:14][CH:15]=2)[CH:10]=[CH:9]1)[C:2]1[CH:7]=[CH:6][CH:5]=[CH:4][CH:3]=1.[F:18][C:19]([F:31])([F:30])[O:20][C:21]1[CH:26]=[CH:25][C:24](B(O)O)=[CH:23][CH:22]=1.ClCCl.C(=O)([O-])[O-].[K+].[K+]. The catalyst is O1CCOCC1.O.C1C=CC(P(C2C=CC=CC=2)[C-]2C=CC=C2)=CC=1.C1C=CC(P(C2C=CC=CC=2)[C-]2C=CC=C2)=CC=1.Cl[Pd]Cl.[Fe+2]. The product is [CH2:1]([N:8]1[C:16]2[C:11](=[C:12]([C:24]3[CH:23]=[CH:22][C:21]([O:20][C:19]([F:18])([F:30])[F:31])=[CH:26][CH:25]=3)[CH:13]=[CH:14][CH:15]=2)[CH:10]=[CH:9]1)[C:2]1[CH:7]=[CH:6][CH:5]=[CH:4][CH:3]=1. The yield is 0.240. (2) The reactants are C([SiH](CC)CC)C.[I:8][C:9]1[C:18]([O:19][CH2:20][CH2:21][C:22]2[N:23](C(C3C=CC=CC=3)(C3C=CC=CC=3)C3C=CC=CC=3)[CH:24]=[CH:25][N:26]=2)=[CH:17][C:12]([C:13]([O:15][CH3:16])=[O:14])=[CH:11][N:10]=1.FC(F)(F)C(O)=O. No catalyst specified. The product is [NH:23]1[CH:24]=[CH:25][N:26]=[C:22]1[CH2:21][CH2:20][O:19][C:18]1[C:9]([I:8])=[N:10][CH:11]=[C:12]([CH:17]=1)[C:13]([O:15][CH3:16])=[O:14]. The yield is 0.620. (3) The reactants are Br[C:2]1[CH:3]=[CH:4][C:5]([N+:8]([O-:10])=[O:9])=[N:6][CH:7]=1.C([O-])([O-])=O.[K+].[K+].[NH:17]1[CH2:22][CH2:21][O:20][CH2:19][CH2:18]1. The catalyst is [I-].C([N+](CCCC)(CCCC)CCCC)CCC.CS(C)=O.C(OCC)(=O)C. The product is [N+:8]([C:5]1[N:6]=[CH:7][C:2]([N:17]2[CH2:22][CH2:21][O:20][CH2:19][CH2:18]2)=[CH:3][CH:4]=1)([O-:10])=[O:9]. The yield is 0.460. (4) The reactants are [CH3:1][N:2]1[C:6]2[CH:7]=[C:8]([OH:11])[CH:9]=[CH:10][C:5]=2[N:4]=[CH:3]1.Br[CH2:13][C:14]([O:16][CH2:17][CH3:18])=[O:15].C([O-])([O-])=O.[K+].[K+].C(Cl)Cl. The catalyst is CN(C=O)C.O. The product is [CH3:1][N:2]1[C:6]2[CH:7]=[C:8]([O:11][CH2:13][C:14]([O:16][CH2:17][CH3:18])=[O:15])[CH:9]=[CH:10][C:5]=2[N:4]=[CH:3]1. The yield is 0.600. (5) The reactants are [NH2:1][C@:2]([CH3:12])([CH2:5][CH2:6][C:7]1[O:8][CH:9]=[CH:10][CH:11]=1)[CH2:3][OH:4].[C:13](OC(OC(C)(C)C)=O)(OC(C)(C)C)=[O:14].C(N(CC)CC)C.O. The catalyst is ClCCl.CN(C)C1C=CN=CC=1. The product is [CH3:12][C@@:2]1([CH2:5][CH2:6][C:7]2[O:8][CH:9]=[CH:10][CH:11]=2)[CH2:3][O:4][C:13](=[O:14])[NH:1]1. The yield is 0.580. (6) The reactants are [O:1]1[CH2:6][CH2:5][N:4]([C:7]2[O:8][C:9]3[C:14]([C:15](=[O:17])[CH:16]=2)=[CH:13][C:12]([C:18]([O:20][CH3:21])=[O:19])=[CH:11][C:10]=3[C@H:22]2[CH2:26][CH2:25][CH2:24][NH:23]2)[CH2:3][CH2:2]1.Br[C:28]1[CH:33]=[CH:32][CH:31]=[C:30]([O:34][CH3:35])[CH:29]=1. No catalyst specified. The product is [CH3:35][O:34][C:30]1[CH:29]=[C:28]([N:23]2[CH2:24][CH2:25][CH2:26][C@@H:22]2[C:10]2[CH:11]=[C:12]([C:18]([O:20][CH3:21])=[O:19])[CH:13]=[C:14]3[C:9]=2[O:8][C:7]([N:4]2[CH2:3][CH2:2][O:1][CH2:6][CH2:5]2)=[CH:16][C:15]3=[O:17])[CH:33]=[CH:32][CH:31]=1. The yield is 0.560.